This data is from Full USPTO retrosynthesis dataset with 1.9M reactions from patents (1976-2016). The task is: Predict the reactants needed to synthesize the given product. (1) Given the product [CH3:22][CH:14]1[CH2:13][C:12]2[C:11]3[C:19](=[CH:20][CH:21]=[C:9]([OH:8])[CH:10]=3)[NH:18][C:17]=2[CH2:16][NH:15]1, predict the reactants needed to synthesize it. The reactants are: C([O:8][C:9]1[CH:10]=[C:11]2[C:19](=[CH:20][CH:21]=1)[NH:18][C:17]1[CH2:16][NH:15][CH:14]([CH3:22])[CH2:13][C:12]2=1)C1C=CC=CC=1. (2) Given the product [ClH:19].[OH:1][C:2]1([CH3:18])[CH2:6][NH:5][C@H:4]([C:14]([O:16][CH3:17])=[O:15])[CH2:3]1, predict the reactants needed to synthesize it. The reactants are: [OH:1][C:2]1([CH3:18])[CH2:6][N:5](C(OC(C)(C)C)=O)[C@H:4]([C:14]([O:16][CH3:17])=[O:15])[CH2:3]1.[ClH:19].O1CCOCC1. (3) Given the product [C:1]([O:5][C:6](=[O:18])[NH:7][CH2:8][CH2:9][CH:10]([N:38]1[C:46](=[O:48])[C:33]2[C:32](=[CH:37][CH:36]=[CH:35][CH:34]=2)[C:53]1=[O:52])[C:11]1[CH:16]=[CH:15][CH:14]=[CH:13][CH:12]=1)([CH3:4])([CH3:3])[CH3:2], predict the reactants needed to synthesize it. The reactants are: [C:1]([O:5][C:6](=[O:18])[NH:7][CH2:8][CH2:9][CH:10](O)[C:11]1[CH:16]=[CH:15][CH:14]=[CH:13][CH:12]=1)([CH3:4])([CH3:3])[CH3:2].[C:32]1(P([C:32]2[CH:37]=[CH:36][CH:35]=[CH:34][CH:33]=2)[C:32]2[CH:37]=[CH:36][CH:35]=[CH:34][CH:33]=2)[CH:37]=[CH:36][CH:35]=[CH:34][CH:33]=1.[N:38]([C:46]([O:48]C(C)C)=O)=NC(OC(C)C)=O.[O:52]1CCC[CH2:53]1. (4) Given the product [NH2:9][C:10]1[CH:11]=[CH:12][C:13]([C:16]([CH3:20])([CH3:19])[C:17]#[N:18])=[CH:14][C:15]=1[Cl:1], predict the reactants needed to synthesize it. The reactants are: [Cl:1]N1C(=O)CCC1=O.[NH2:9][C:10]1[CH:15]=[CH:14][C:13]([C:16]([CH3:20])([CH3:19])[C:17]#[N:18])=[CH:12][CH:11]=1. (5) Given the product [C:29]1([CH2:28][O:27][C:26](=[O:35])[N:25]([CH2:36][C:37]2[CH:42]=[CH:41][C:40]([C:16]3[CH:17]=[C:18]4[C:13](=[CH:14][CH:15]=3)[N:12]([C:20](=[O:22])[CH3:21])[C@@H:11]([CH3:23])[CH2:10][C@H:9]4[NH:5][C:6]([O:7][C:61]([CH3:67])([CH3:66])[CH3:62])=[O:8])=[CH:39][CH:38]=2)[CH3:24])[CH:30]=[CH:31][CH:32]=[CH:33][CH:34]=1, predict the reactants needed to synthesize it. The reactants are: CC([N:5]([C@H:9]1[C:18]2[C:13](=[CH:14][CH:15]=[C:16](Br)[CH:17]=2)[N:12]([C:20](=[O:22])[CH3:21])[C@@H:11]([CH3:23])[CH2:10]1)[C:6](=[O:8])[O-:7])(C)C.[CH3:24][N:25]([CH2:36][C:37]1[CH:42]=[CH:41][C:40](B2OC(C)(C)C(C)(C)O2)=[CH:39][CH:38]=1)[C:26](=[O:35])[O:27][CH2:28][C:29]1[CH:34]=[CH:33][CH:32]=[CH:31][CH:30]=1.C(=O)([O-])[O-].[K+].[K+].C(O)C.[C:61]1([CH3:67])[CH:66]=CC=C[CH:62]=1. (6) The reactants are: [CH3:1][CH:2]1[CH2:8][C:7]2[CH:9]=[C:10]3[O:15][CH2:14][O:13][C:11]3=[CH:12][C:6]=2[C:5]([C:16]2[CH:21]=[CH:20][C:19]([N+:22]([O-:24])=[O:23])=[CH:18][CH:17]=2)=[N:4][N:3]1[C:25](=S)[CH2:26][C:27](=O)[CH3:28].Cl.[NH2:32][OH:33]. Given the product [CH3:1][CH:2]1[CH2:8][C:7]2[CH:9]=[C:10]3[O:15][CH2:14][O:13][C:11]3=[CH:12][C:6]=2[C:5]([C:16]2[CH:17]=[CH:18][C:19]([N+:22]([O-:24])=[O:23])=[CH:20][CH:21]=2)=[N:4][N:3]1[C:25]1[O:33][N:32]=[C:27]([CH3:28])[CH:26]=1, predict the reactants needed to synthesize it.